Dataset: Full USPTO retrosynthesis dataset with 1.9M reactions from patents (1976-2016). Task: Predict the reactants needed to synthesize the given product. (1) Given the product [C:6]([O:10][C:11]([N:13]([CH2:24][C:25]([O:27][C:28]([CH3:31])([CH3:30])[CH3:29])=[O:26])[C:14]1[CH:19]=[CH:18][CH:17]=[C:16]([CH3:20])[N:15]=1)=[O:12])([CH3:9])([CH3:8])[CH3:7], predict the reactants needed to synthesize it. The reactants are: CN(C)C=O.[C:6]([O:10][C:11]([NH:13][C:14]1[CH:19]=[CH:18][CH:17]=[C:16]([CH3:20])[N:15]=1)=[O:12])([CH3:9])([CH3:8])[CH3:7].[H-].[Na+].Br[CH2:24][C:25]([O:27][C:28]([CH3:31])([CH3:30])[CH3:29])=[O:26]. (2) Given the product [Br:17][C:18]1[CH:19]=[CH:20][C:21]([N:26]([CH2:28][CH2:29][O:30][CH3:31])[CH3:27])=[C:22](/[CH:23]=[CH:11]/[C:12]([O:14][CH2:15][CH3:16])=[O:13])[CH:25]=1, predict the reactants needed to synthesize it. The reactants are: [H-].[Na+].C(OP([CH2:11][C:12]([O:14][CH2:15][CH3:16])=[O:13])(OCC)=O)C.[Br:17][C:18]1[CH:19]=[CH:20][C:21]([N:26]([CH2:28][CH2:29][O:30][CH3:31])[CH3:27])=[C:22]([CH:25]=1)[CH:23]=O.